From a dataset of Forward reaction prediction with 1.9M reactions from USPTO patents (1976-2016). Predict the product of the given reaction. (1) The product is: [O:31]1[C:32]2[CH:33]=[CH:34][C:26]([CH:25]([O:23][C:22]([C:15]3[N:14]([CH3:13])[CH:18]=[C:17]([C:19]([OH:21])=[O:20])[CH:16]=3)=[O:24])[C:12]3[CH:11]=[CH:27][C:28]4[O:29][CH2:30][O:31][C:32]=4[CH:33]=3)=[CH:27][C:28]=2[O:29][CH2:30]1. Given the reactants C(N1[CH:12]=[CH:11]N=C1)(N1C=CN=C1)=O.[CH3:13][N:14]1[CH:18]=[C:17]([C:19]([OH:21])=[O:20])[CH:16]=[C:15]1[C:22]([OH:24])=[O:23].[CH2:25](O)[C:26]1[CH:34]=[CH:33][C:32]2[O:31][CH2:30][O:29][C:28]=2[CH:27]=1.Cl, predict the reaction product. (2) Given the reactants [Cl:1][C:2]1[CH:7]=[C:6]([F:8])[CH:5]=[CH:4][C:3]=1[C:9](=[O:11])[CH3:10].[C:12](=O)([O:16]CC)[O:13][CH2:14][CH3:15], predict the reaction product. The product is: [Cl:1][C:2]1[CH:7]=[C:6]([F:8])[CH:5]=[CH:4][C:3]=1[C:9](=[O:11])[CH2:10][C:12]([O:13][CH2:14][CH3:15])=[O:16].